Dataset: Reaction yield outcomes from USPTO patents with 853,638 reactions. Task: Predict the reaction yield, written as a fraction of the theoretical maximum amount of product (1.0 means a 100% yield; for example, 0.34 means a 34% yield). (1) The reactants are [CH3:1][O:2][C:3]1[CH:8]=[CH:7][C:6]([CH:9]=[N:10][C@@H:11]2[C@@H:17]([OH:18])[C@H:16]([OH:19])[C@@H:15]([CH2:20][OH:21])[O:14][CH:12]2[OH:13])=[CH:5][CH:4]=1.C(O[C:26](=[O:28])[CH3:27])(=O)C. The catalyst is N1C=CC=CC=1. The product is [C:3]([O:13][CH:12]1[O:14][C@H:15]([CH2:20][O:21][C:26](=[O:28])[CH3:27])[C@@H:16]([O:19][C:15](=[O:14])[CH3:16])[C@H:17]([O:18][C:12](=[O:13])[CH3:11])[C@H:11]1[N:10]=[CH:9][C:6]1[CH:7]=[CH:8][C:3]([O:2][CH3:1])=[CH:4][CH:5]=1)(=[O:2])[CH3:4]. The yield is 0.770. (2) The catalyst is O1CCCC1. The yield is 0.890. The product is [CH2:18]([N:25]1[CH2:30][CH2:29][CH:28]([CH:31]([CH:41]([OH:42])[C:40]2[CH:43]=[CH:44][CH:45]=[CH:46][C:39]=2[N+:36]([O-:38])=[O:37])[C:32]([O:34][CH3:35])=[O:33])[CH2:27][CH2:26]1)[C:19]1[CH:20]=[CH:21][CH:22]=[CH:23][CH:24]=1. The reactants are C(NC(C)C)(C)C.C([Li])CCC.CCCCC.[CH2:18]([N:25]1[CH2:30][CH2:29][CH:28]([CH2:31][C:32]([O:34][CH3:35])=[O:33])[CH2:27][CH2:26]1)[C:19]1[CH:24]=[CH:23][CH:22]=[CH:21][CH:20]=1.[N+:36]([C:39]1[CH:46]=[CH:45][CH:44]=[CH:43][C:40]=1[CH:41]=[O:42])([O-:38])=[O:37]. (3) The reactants are [OH-].[Na+].[Br:3][C:4]1[CH:5]=[C:6]([C:16]([O:18]CC)=O)[C:7]2[CH:12]=[N:11][N:10]([CH:13]([CH3:15])[CH3:14])[C:8]=2[N:9]=1.[NH2:21][CH2:22][C:23]1[C:24](=[O:31])[NH:25][C:26]([CH3:30])=[CH:27][C:28]=1[CH3:29].C1CN([P+](ON2N=NC3C=CC=CC2=3)(N2CCCC2)N2CCCC2)CC1.F[P-](F)(F)(F)(F)F. The catalyst is CCO.CS(C)=O. The product is [Br:3][C:4]1[CH:5]=[C:6]([C:16]([NH:21][CH2:22][C:23]2[C:24](=[O:31])[NH:25][C:26]([CH3:30])=[CH:27][C:28]=2[CH3:29])=[O:18])[C:7]2[CH:12]=[N:11][N:10]([CH:13]([CH3:14])[CH3:15])[C:8]=2[N:9]=1. The yield is 0.680. (4) The reactants are [CH3:1][NH:2][C:3](=[O:22])[C:4](=[O:21])[CH2:5][CH2:6][CH2:7][CH2:8][CH2:9][CH2:10][C:11]([O:13]CC1C=CC=CC=1)=[O:12]. The catalyst is CO.[Pd]. The product is [CH3:1][NH:2][C:3](=[O:22])[C:4](=[O:21])[CH2:5][CH2:6][CH2:7][CH2:8][CH2:9][CH2:10][C:11]([OH:13])=[O:12]. The yield is 0.890. (5) The reactants are Cl.C([O:4][C:5](=O)[CH:6]([C:20]1[CH:25]=[C:24]([C:26]#[N:27])[CH:23]=[CH:22][C:21]=1[N+:28]([O-])=[O:29])[C:7]1[CH:12]=[CH:11][C:10]([CH2:13][N:14]2[CH2:19][CH2:18][O:17][CH2:16][CH2:15]2)=[CH:9][N:8]=1)C.C(=O)([O-])O.[Na+].[NH4+]=S. The yield is 0.760. The catalyst is C1(C)C=CC=CC=1.O. The product is [OH:29][N:28]1[C:21]2[C:20](=[CH:25][C:24]([C:26]#[N:27])=[CH:23][CH:22]=2)[C:6]([C:7]2[CH:12]=[CH:11][C:10]([CH2:13][N:14]3[CH2:19][CH2:18][O:17][CH2:16][CH2:15]3)=[CH:9][N:8]=2)=[C:5]1[OH:4]. (6) The reactants are [H-].C([Al+]CC(C)C)C(C)C.C([O:13][C:14]([CH2:16][CH2:17][C:18]1([OH:29])[CH2:21][N:20]([C:22]([O:24][C:25]([CH3:28])([CH3:27])[CH3:26])=[O:23])[CH2:19]1)=O)C. The catalyst is C(Cl)Cl. The product is [OH:29][C:18]1([CH2:17][CH2:16][CH2:14][OH:13])[CH2:21][N:20]([C:22]([O:24][C:25]([CH3:26])([CH3:27])[CH3:28])=[O:23])[CH2:19]1. The yield is 0.320.